This data is from Forward reaction prediction with 1.9M reactions from USPTO patents (1976-2016). The task is: Predict the product of the given reaction. (1) The product is: [CH:4]([CH:3]([CH2:8][C:9]([CH3:12])([CH3:11])[CH3:10])[C:1]#[N:2])=[O:5]. Given the reactants [C:1]([CH:3]([CH2:8][C:9]([CH3:12])([CH3:11])[CH3:10])[C:4](OC)=[O:5])#[N:2].O1CCCC1.[H-].C([Al+]CC(C)C)C(C)C.Cl, predict the reaction product. (2) Given the reactants [Cl:1][C:2]1[CH:7]=[CH:6][C:5]([O:8][C:9]2[CH:14]=[CH:13][C:12]([CH:15]=[CH2:16])=[CH:11][CH:10]=2)=[CH:4][C:3]=1[C:17]([F:20])([F:19])[F:18].B1C2CCCC1CCC2.[OH-:30].[Na+].OO, predict the reaction product. The product is: [Cl:1][C:2]1[CH:7]=[CH:6][C:5]([O:8][C:9]2[CH:10]=[CH:11][C:12]([CH2:15][CH2:16][OH:30])=[CH:13][CH:14]=2)=[CH:4][C:3]=1[C:17]([F:18])([F:19])[F:20]. (3) The product is: [I:1][C:2]1[CH:3]=[C:4]([CH:8]=[CH:9][C:10]=1[CH3:11])[C:5]([NH:12][C:13]1[N:17]([C:18]2[CH:23]=[CH:22][C:21]([CH3:24])=[CH:20][CH:19]=2)[N:16]=[C:15]([CH3:25])[CH:14]=1)=[O:7]. Given the reactants [I:1][C:2]1[CH:3]=[C:4]([CH:8]=[CH:9][C:10]=1[CH3:11])[C:5]([OH:7])=O.[NH2:12][C:13]1[N:17]([C:18]2[CH:23]=[CH:22][C:21]([CH3:24])=[CH:20][CH:19]=2)[N:16]=[C:15]([CH3:25])[CH:14]=1.C(N(CC)C(C)C)(C)C.O, predict the reaction product. (4) Given the reactants [C:1]([OH:7])(=O)[CH2:2][C:3]([OH:5])=O.[S-:8][C:9]#[N:10].[K+].[C:12](OC(=O)C)(=[O:14])[CH3:13].C(O)(=[O:21])C, predict the reaction product. The product is: [C:12]([C:2]1[C:1](=[O:7])[S:8][C:9](=[O:21])[NH:10][C:3]=1[OH:5])(=[O:14])[CH3:13]. (5) Given the reactants [C:1]1(=[C:8]([C:20]2[CH:25]=[CH:24][C:23]([OH:26])=[CH:22][CH:21]=2)[C:9]2[CH:14]=[CH:13][C:12](/[CH:15]=[CH:16]/[C:17](O)=[O:18])=[CH:11][CH:10]=2)[CH2:7][CH2:6][CH2:5][CH2:4][CH2:3][CH2:2]1.C(Cl)(=O)C(Cl)=O.ClCCl.[NH3:36], predict the reaction product. The product is: [C:1]1(=[C:8]([C:20]2[CH:25]=[CH:24][C:23]([OH:26])=[CH:22][CH:21]=2)[C:9]2[CH:14]=[CH:13][C:12](/[CH:15]=[CH:16]/[C:17]([NH2:36])=[O:18])=[CH:11][CH:10]=2)[CH2:7][CH2:6][CH2:5][CH2:4][CH2:3][CH2:2]1. (6) The product is: [CH3:36][S:33]([C:30]1[CH:29]=[CH:28][C:27]([C:19]([C:11]2[NH:10][C:14]3=[N:15][CH:16]=[CH:17][CH:18]=[C:13]3[CH:12]=2)=[CH:20][CH:21]2[CH2:22][CH2:23][O:24][CH2:25][CH2:26]2)=[CH:32][CH:31]=1)(=[O:34])=[O:35]. Given the reactants C1(S([N:10]2[C:14]3=[N:15][CH:16]=[CH:17][CH:18]=[C:13]3[CH:12]=[C:11]2[C:19]([C:27]2[CH:32]=[CH:31][C:30]([S:33]([CH3:36])(=[O:35])=[O:34])=[CH:29][CH:28]=2)=[CH:20][CH:21]2[CH2:26][CH2:25][O:24][CH2:23][CH2:22]2)(=O)=O)C=CC=CC=1.[OH-].[Na+], predict the reaction product. (7) Given the reactants [Cl:1][C:2]1[CH:3]=[CH:4][C:5]([NH:8][C:9](=[O:18])[C:10]2[CH:15]=[CH:14][C:13]([F:16])=[CH:12][C:11]=2[NH2:17])=[N:6][CH:7]=1.[CH2:19]([S:21][C:22]1[CH:30]=[CH:29][C:25]([C:26](O)=[O:27])=[C:24]([O:31][CH2:32][CH2:33][CH2:34][NH:35][C:36]([O:38][C:39]([CH3:42])([CH3:41])[CH3:40])=[O:37])[CH:23]=1)[CH3:20], predict the reaction product. The product is: [Cl:1][C:2]1[CH:3]=[CH:4][C:5]([NH:8][C:9](=[O:18])[C:10]2[CH:15]=[CH:14][C:13]([F:16])=[CH:12][C:11]=2[NH:17][C:26](=[O:27])[C:25]2[CH:29]=[CH:30][C:22]([S:21][CH2:19][CH3:20])=[CH:23][C:24]=2[O:31][CH2:32][CH2:33][CH2:34][NH:35][C:36]([O:38][C:39]([CH3:42])([CH3:41])[CH3:40])=[O:37])=[N:6][CH:7]=1. (8) Given the reactants [C:1]([O:14][CH3:15])(=[O:13])[C:2]1[CH:12]=[C:9]([O:10][CH3:11])[C:7]([OH:8])=[C:4]([O:5][CH3:6])[CH:3]=1.C([O-])([O-])=O.[K+].[K+].[CH3:22][CH2:23][O:24][C:25]([CH2:27]Br)=[O:26], predict the reaction product. The product is: [CH3:15][O:14][C:1](=[O:13])[C:2]1[CH:12]=[C:9]([O:10][CH3:11])[C:7]([O:8][CH2:27][C:25]([O:24][CH2:23][CH3:22])=[O:26])=[C:4]([O:5][CH3:6])[CH:3]=1. (9) Given the reactants [Cl:1][C:2]1[CH:7]=[C:6]([C:8](=[O:13])[NH:9][CH:10]([CH3:12])[CH3:11])[CH:5]=[CH:4][C:3]=1[C:14]1[CH:19]=[CH:18][C:17]([CH2:20][C@H:21]([NH:35][C:36]([C@H:38]2[CH2:43][CH2:42][C@H:41]([CH2:44][NH:45]C(=O)OC(C)(C)C)[CH2:40][CH2:39]2)=[O:37])[C:22](=[O:34])[NH:23][C:24]2[CH:33]=[CH:32][C:27]3[NH:28][C:29](=[O:31])[NH:30][C:26]=3[CH:25]=2)=[CH:16][CH:15]=1.Cl, predict the reaction product. The product is: [ClH:1].[NH2:45][CH2:44][C@H:41]1[CH2:42][CH2:43][C@H:38]([C:36]([NH:35][C@H:21]([C:22](=[O:34])[NH:23][C:24]2[CH:33]=[CH:32][C:27]3[NH:28][C:29](=[O:31])[NH:30][C:26]=3[CH:25]=2)[CH2:20][C:17]2[CH:16]=[CH:15][C:14]([C:3]3[CH:4]=[CH:5][C:6]([C:8]([NH:9][CH:10]([CH3:12])[CH3:11])=[O:13])=[CH:7][C:2]=3[Cl:1])=[CH:19][CH:18]=2)=[O:37])[CH2:39][CH2:40]1. (10) Given the reactants [F:1][C:2]1[CH:10]=[C:9]2[C:5]([C:6]([C:11]3[CH:12]=[N:13][N:14]([CH:16]4[CH2:19][N:18](C(OC(C)(C)C)=O)[CH2:17]4)[CH:15]=3)=[CH:7][NH:8]2)=[CH:4][CH:3]=1.Cl, predict the reaction product. The product is: [NH:18]1[CH2:17][CH:16]([N:14]2[CH:15]=[C:11]([C:6]3[C:5]4[C:9](=[CH:10][C:2]([F:1])=[CH:3][CH:4]=4)[NH:8][CH:7]=3)[CH:12]=[N:13]2)[CH2:19]1.